Dataset: Forward reaction prediction with 1.9M reactions from USPTO patents (1976-2016). Task: Predict the product of the given reaction. (1) The product is: [OH:4][C:3]1[CH:5]=[CH:6][CH:7]=[CH:8][C:2]=1[CH:1]=[C:11]1[CH2:12][CH:13]([CH3:14])[O:15][C:10]1=[O:16]. Given the reactants [CH:1](=O)[C:2]1[C:3](=[CH:5][CH:6]=[CH:7][CH:8]=1)[OH:4].[C:10]1(=[O:16])[O:15][CH:13]([CH3:14])[CH2:12][CH2:11]1, predict the reaction product. (2) The product is: [CH2:1]([O:3][C:4]([N:6]1[C:15]2[C:10](=[N:11][C:12]([O:16][CH3:17])=[CH:13][CH:14]=2)[C@@H:9]([NH:18][C:19]2[CH:24]=[C:23]([Cl:25])[N:22]=[C:21]([CH2:35][C:34]3[CH:37]=[C:38]([C:40]([F:42])([F:43])[F:41])[CH:39]=[C:32]([C:31]([F:30])([F:44])[F:45])[CH:33]=3)[N:20]=2)[CH2:8][C@H:7]1[CH2:26][CH3:27])=[O:5])[CH3:2]. Given the reactants [CH2:1]([O:3][C:4]([N:6]1[C:15]2[C:10](=[N:11][C:12]([O:16][CH3:17])=[CH:13][CH:14]=2)[C@@H:9]([NH:18][C:19]2[CH:24]=[C:23]([Cl:25])[N:22]=[CH:21][N:20]=2)[CH2:8][C@H:7]1[CH2:26][CH3:27])=[O:5])[CH3:2].[H-].[Na+].[F:30][C:31]([F:45])([F:44])[C:32]1[CH:33]=[C:34]([CH:37]=[C:38]([C:40]([F:43])([F:42])[F:41])[CH:39]=1)[CH2:35]Br, predict the reaction product.